This data is from Peptide-MHC class II binding affinity with 134,281 pairs from IEDB. The task is: Regression. Given a peptide amino acid sequence and an MHC pseudo amino acid sequence, predict their binding affinity value. This is MHC class II binding data. (1) The peptide sequence is KPEVKYTVFETALKK. The MHC is HLA-DQA10501-DQB10201 with pseudo-sequence HLA-DQA10501-DQB10201. The binding affinity (normalized) is 0.342. (2) The binding affinity (normalized) is 0.0298. The peptide sequence is KRTYSDRGWGNGCGL. The MHC is DRB1_0101 with pseudo-sequence DRB1_0101. (3) The binding affinity (normalized) is 0.771. The peptide sequence is IEFRFYKEITNVFRG. The MHC is DRB1_1001 with pseudo-sequence DRB1_1001. (4) The peptide sequence is AYGSFVRTVSLPVGA. The MHC is DRB3_0101 with pseudo-sequence DRB3_0101. The binding affinity (normalized) is 0.683. (5) The peptide sequence is AASGAATVAAGGYKV. The MHC is HLA-DQA10104-DQB10503 with pseudo-sequence HLA-DQA10104-DQB10503. The binding affinity (normalized) is 0.